Dataset: Catalyst prediction with 721,799 reactions and 888 catalyst types from USPTO. Task: Predict which catalyst facilitates the given reaction. (1) Reactant: Br[C:2]1[CH:7]=[CH:6][C:5]([F:8])=[C:4]([C:9]([F:12])([F:11])[F:10])[CH:3]=1.[OH:13][CH:14]1[CH2:18][CH2:17][NH:16][CH2:15]1.C1(P(C2C=CC=CC=2)C2C=CC3C(=CC=CC=3)C=2C2C3C(=CC=CC=3)C=CC=2P(C2C=CC=CC=2)C2C=CC=CC=2)C=CC=CC=1.C(=O)([O-])[O-].[Cs+].[Cs+]. Product: [F:8][C:5]1[CH:6]=[CH:7][C:2]([N:16]2[CH2:17][CH2:18][CH:14]([OH:13])[CH2:15]2)=[CH:3][C:4]=1[C:9]([F:12])([F:11])[F:10]. The catalyst class is: 164. (2) Reactant: CO[C:3](=[O:31])[CH2:4][CH2:5][C:6]1[C:7]([NH:22][C:23]2[C:28]([F:29])=[CH:27][CH:26]=[CH:25][C:24]=2[F:30])=[N:8][C:9]([S:20][CH3:21])=[N:10][C:11]=1[C:12]1[CH:17]=[CH:16][C:15]([F:18])=[CH:14][C:13]=1[CH3:19].C[O-].[Na+]. Product: [F:30][C:24]1[CH:25]=[CH:26][CH:27]=[C:28]([F:29])[C:23]=1[N:22]1[C:7]2[N:8]=[C:9]([S:20][CH3:21])[N:10]=[C:11]([C:12]3[CH:17]=[CH:16][C:15]([F:18])=[CH:14][C:13]=3[CH3:19])[C:6]=2[CH2:5][CH2:4][C:3]1=[O:31]. The catalyst class is: 5.